Dataset: Full USPTO retrosynthesis dataset with 1.9M reactions from patents (1976-2016). Task: Predict the reactants needed to synthesize the given product. (1) Given the product [F:2][C:3]1[CH:11]=[C:10]([O:12][CH2:13][C:14]2[CH:19]=[CH:18][CH:17]=[CH:16][N:15]=2)[CH:9]=[CH:8][C:4]=1[C:5]([N:30]1[CH2:31][CH2:32][CH2:33][C@H:29]1[CH2:28][N:24]1[CH2:25][CH2:26][CH2:27][C@H:23]1[CH3:22])=[O:7], predict the reactants needed to synthesize it. The reactants are: [Li+].[F:2][C:3]1[CH:11]=[C:10]([O:12][CH2:13][C:14]2[CH:19]=[CH:18][CH:17]=[CH:16][N:15]=2)[CH:9]=[CH:8][C:4]=1[C:5]([O-:7])=O.Cl.Cl.[CH3:22][C@@H:23]1[CH2:27][CH2:26][CH2:25][N:24]1[CH2:28][C@@H:29]1[CH2:33][CH2:32][CH2:31][NH:30]1. (2) Given the product [CH2:36]([N:32]1[C@H:33]([CH3:35])[CH2:34][N:29]([C@@H:21]([C:22]2[CH:27]=[CH:26][CH:25]=[C:24]([OH:28])[CH:23]=2)[C:17]2[CH:16]=[C:15]([CH:20]=[CH:19][CH:18]=2)[C:14]([N:10]2[CH2:11][CH2:12][CH2:13][N:7]([CH2:6][CH2:5][C:4]([OH:45])=[O:3])[CH2:8][CH2:9]2)=[O:44])[C@@H:30]([CH3:43])[CH2:31]1)[C:37]1[CH:38]=[CH:39][CH:40]=[CH:41][CH:42]=1, predict the reactants needed to synthesize it. The reactants are: C([O:3][C:4](=[O:45])[CH2:5][CH2:6][N:7]1[CH2:13][CH2:12][CH2:11][N:10]([C:14](=[O:44])[C:15]2[CH:20]=[CH:19][CH:18]=[C:17]([C@@H:21]([N:29]3[CH2:34][C@@H:33]([CH3:35])[N:32]([CH2:36][C:37]4[CH:42]=[CH:41][CH:40]=[CH:39][CH:38]=4)[CH2:31][C@@H:30]3[CH3:43])[C:22]3[CH:27]=[CH:26][CH:25]=[C:24]([OH:28])[CH:23]=3)[CH:16]=2)[CH2:9][CH2:8]1)C.[OH-].[Na+].Cl. (3) Given the product [N:1]([CH2:4][CH2:5][O:6][CH2:7][CH2:8][O:9][CH2:10][CH2:11][O:12][CH2:13][CH2:14][O:15][C:16]1[CH:17]=[C:18]([CH:19]2[O:30][CH2:29][CH2:28][O:20]2)[CH:21]=[C:22]([O:26][CH3:27])[C:23]=1[O:24][CH3:25])=[N+:2]=[N-:3], predict the reactants needed to synthesize it. The reactants are: [N:1]([CH2:4][CH2:5][O:6][CH2:7][CH2:8][O:9][CH2:10][CH2:11][O:12][CH2:13][CH2:14][O:15][C:16]1[CH:17]=[C:18]([CH:21]=[C:22]([O:26][CH3:27])[C:23]=1[O:24][CH3:25])[CH:19]=[O:20])=[N+:2]=[N-:3].[CH2:28](O)[CH2:29][OH:30].C(=O)(O)[O-].[Na+]. (4) Given the product [N+:17]([C:20]1[CH:21]=[CH:22][C:23]([S:26]([N:6]2[CH2:7][CH2:8][CH2:9][C@H:5]2[C:4]([O:3][CH3:2])=[O:10])(=[O:28])=[O:27])=[CH:24][CH:25]=1)([O-:19])=[O:18], predict the reactants needed to synthesize it. The reactants are: Cl.[CH3:2][O:3][C:4](=[O:10])[C@@H:5]1[CH2:9][CH2:8][CH2:7][NH:6]1.N1C=CC=CC=1.[N+:17]([C:20]1[CH:25]=[CH:24][C:23]([S:26](Cl)(=[O:28])=[O:27])=[CH:22][CH:21]=1)([O-:19])=[O:18].